Dataset: Full USPTO retrosynthesis dataset with 1.9M reactions from patents (1976-2016). Task: Predict the reactants needed to synthesize the given product. (1) Given the product [CH:4]1[C:3]2[CH2:2][C:14]3[C:9](=[CH:10][CH:11]=[CH:12][CH:13]=3)[C:8]=2[CH:7]=[CH:6][CH:5]=1, predict the reactants needed to synthesize it. The reactants are: C[C:2]1(C)[C:14]2[CH:13]=[C:12](B(O)O)[CH:11]=[CH:10][C:9]=2[C:8]2[C:3]1=[CH:4][C:5](B(O)O)=[CH:6][CH:7]=2.IC1C=CC2C3C(=CC(I)=CC=3)C(C)(C)C=2C=1.C([O-])([O-])=O.[Na+].[Na+].Cl. (2) The reactants are: [CH3:1][C:2]1[N:7]=[C:6]([C:8]2[N:13]=[CH:12][C:11]3[CH:14]=[N:15][N:16]([C:17]4[N:22]=[C:21]([N:23]5[CH2:28][CH2:27][CH2:26][C@H:25]([NH:29]C(=O)OC(C)(C)C)[C:24]5=[O:37])[CH:20]=[CH:19][CH:18]=4)[C:10]=3[CH:9]=2)[CH:5]=[N:4][CH:3]=1.FC(F)(F)C(O)=O. Given the product [NH2:29][C@H:25]1[CH2:26][CH2:27][CH2:28][N:23]([C:21]2[CH:20]=[CH:19][CH:18]=[C:17]([N:16]3[C:10]4[CH:9]=[C:8]([C:6]5[CH:5]=[N:4][CH:3]=[C:2]([CH3:1])[N:7]=5)[N:13]=[CH:12][C:11]=4[CH:14]=[N:15]3)[N:22]=2)[C:24]1=[O:37], predict the reactants needed to synthesize it. (3) Given the product [CH3:21][O:22][C:23]1[CH:28]=[C:27]([C:2]2[CH:20]=[CH:19][C:5]([C:6]([N:8]([CH2:10][C:11]3[CH:16]=[CH:15][CH:14]=[C:13]([O:17][CH3:18])[CH:12]=3)[CH3:9])=[O:7])=[CH:4][CH:3]=2)[CH:26]=[CH:25][CH:24]=1, predict the reactants needed to synthesize it. The reactants are: Br[C:2]1[CH:20]=[CH:19][C:5]([C:6]([N:8]([CH2:10][C:11]2[CH:16]=[CH:15][CH:14]=[C:13]([O:17][CH3:18])[CH:12]=2)[CH3:9])=[O:7])=[CH:4][CH:3]=1.[CH3:21][O:22][C:23]1[CH:24]=[C:25](B(O)O)[CH:26]=[CH:27][CH:28]=1. (4) Given the product [CH2:1]([O:8][C:9]1[N:10]=[C:11]2[C:16](=[CH:17][CH:18]=1)[N:15]=[CH:14][C:13]([C:19]([OH:21])=[O:20])=[C:12]2[CH3:29])[C:2]1[CH:7]=[CH:6][CH:5]=[CH:4][CH:3]=1, predict the reactants needed to synthesize it. The reactants are: [CH2:1]([O:8][C:9]1[N:10]=[C:11]2[C:16](=[CH:17][CH:18]=1)[N:15]=[CH:14][C:13]([C:19]([O:21]CC1C=CC=CC=1)=[O:20])=[C:12]2[CH3:29])[C:2]1[CH:7]=[CH:6][CH:5]=[CH:4][CH:3]=1.O.[OH-].[K+].C(O)(=O)CC(CC(O)=O)(C(O)=O)O. (5) Given the product [Cl:1][C:2]1[CH:3]=[C:4]([NH:9][C:10]2[N:15]=[C:14]([NH:16][CH2:17][CH2:18][CH2:19][O:20][CH3:21])[C:13]([C:22]3[S:24][CH:26]=[C:27]([C:28]([O:30][CH3:31])=[O:29])[N:23]=3)=[CH:12][N:11]=2)[CH:5]=[CH:6][C:7]=1[F:8].[C:4](#[N:9])[CH3:3].[OH2:20].[C:28]([O-:30])(=[O:29])[CH3:27].[NH4+:9], predict the reactants needed to synthesize it. The reactants are: [Cl:1][C:2]1[CH:3]=[C:4]([NH:9][C:10]2[N:15]=[C:14]([NH:16][CH2:17][CH2:18][CH2:19][O:20][CH3:21])[C:13]([C:22](=[S:24])[NH2:23])=[CH:12][N:11]=2)[CH:5]=[CH:6][C:7]=1[F:8].Br[CH2:26][C:27](=O)[C:28]([O:30][CH3:31])=[O:29].